Dataset: Catalyst prediction with 721,799 reactions and 888 catalyst types from USPTO. Task: Predict which catalyst facilitates the given reaction. (1) Reactant: C[O:2][C:3](=[O:33])[CH2:4][C:5]1[CH:10]=[CH:9][C:8]([C:11]#[C:12][C:13]2[CH:22]=[C:21]([O:23][CH3:24])[C:20]3[CH:19]([N:25]([CH:27]4[CH2:29][CH2:28]4)[CH3:26])[CH2:18][CH2:17][C:16]([CH3:31])([CH3:30])[C:15]=3[CH:14]=2)=[CH:7][C:6]=1[F:32].[OH-].[Li+]. Product: [CH:27]1([N:25]([CH3:26])[CH:19]2[CH2:18][CH2:17][C:16]([CH3:30])([CH3:31])[C:15]3[CH:14]=[C:13]([C:12]#[C:11][C:8]4[CH:9]=[CH:10][C:5]([CH2:4][C:3]([OH:33])=[O:2])=[C:6]([F:32])[CH:7]=4)[CH:22]=[C:21]([O:23][CH3:24])[C:20]2=3)[CH2:28][CH2:29]1. The catalyst class is: 111. (2) Reactant: [NH2:1][OH:2].[C:3]([C:5]1[CH:6]=[C:7]2[C:11](=[CH:12][CH:13]=1)[N:10]([CH2:14][CH2:15][C:16]([NH:19][CH2:20][C@@H:21]([C:23]1[CH:24]=[C:25]([NH:29][S:30]([C:33]3[CH:38]=[CH:37][CH:36]=[CH:35][CH:34]=3)(=[O:32])=[O:31])[CH:26]=[CH:27][CH:28]=1)[OH:22])([CH3:18])[CH3:17])[CH:9]=[CH:8]2)#[N:4]. Product: [C:33]1([S:30]([NH:29][C:25]2[CH:24]=[C:23]([C@@H:21]([OH:22])[CH2:20][NH:19][C:16]([CH3:17])([CH3:18])[CH2:15][CH2:14][N:10]3[C:11]4[C:7](=[CH:6][C:5]([C:3]([NH:1][OH:2])=[NH:4])=[CH:13][CH:12]=4)[CH:8]=[CH:9]3)[CH:28]=[CH:27][CH:26]=2)(=[O:32])=[O:31])[CH:38]=[CH:37][CH:36]=[CH:35][CH:34]=1. The catalyst class is: 8. (3) Reactant: C(OC(=O)[NH:7][CH:8]1[CH2:12][CH2:11][N:10]([C:13]([C:15]2[N:16]=[C:17]3[C:22]([C:23]([F:26])([F:25])[F:24])=[CH:21][C:20]([C:27]4[CH:31]=[CH:30][O:29][CH:28]=4)=[CH:19][N:18]3[C:32]=2[Cl:33])=[O:14])[CH2:9]1)(C)(C)C.Cl. Product: [ClH:33].[NH2:7][CH:8]1[CH2:12][CH2:11][N:10]([C:13]([C:15]2[N:16]=[C:17]3[C:22]([C:23]([F:25])([F:26])[F:24])=[CH:21][C:20]([C:27]4[CH:31]=[CH:30][O:29][CH:28]=4)=[CH:19][N:18]3[C:32]=2[Cl:33])=[O:14])[CH2:9]1. The catalyst class is: 135. (4) Reactant: C(N(C(C)C)CC)(C)C.[CH2:10]([NH2:17])[C:11]1[CH:16]=[CH:15][CH:14]=[CH:13][CH:12]=1.[C:18]([CH2:20][C:21](O)=[O:22])#[N:19].C(Cl)CCl.C1C=CC2N(O)N=NC=2C=1. Product: [C:18]([CH2:20][C:21]([NH:17][CH2:10][C:11]1[CH:16]=[CH:15][CH:14]=[CH:13][CH:12]=1)=[O:22])#[N:19]. The catalyst class is: 215.